From a dataset of Full USPTO retrosynthesis dataset with 1.9M reactions from patents (1976-2016). Predict the reactants needed to synthesize the given product. (1) Given the product [C:1]1([CH2:7][CH2:8][N:9]([CH2:10][C:11]([N:13]2[CH2:22][CH2:21][C:20]3[C:15](=[CH:16][CH:17]=[CH:18][CH:19]=3)[CH:14]2[CH:23]2[CH2:28][CH2:27][CH2:26][CH2:25][CH2:24]2)=[O:12])[C:31](=[O:32])[C:30]([F:41])([F:40])[F:29])[CH2:6][CH2:5][CH2:4][CH2:3][CH:2]=1, predict the reactants needed to synthesize it. The reactants are: [C:1]1([CH2:7][CH2:8][NH:9][CH2:10][C:11]([N:13]2[CH2:22][CH2:21][C:20]3[C:15](=[CH:16][CH:17]=[CH:18][CH:19]=3)[CH:14]2[CH:23]2[CH2:28][CH2:27][CH2:26][CH2:25][CH2:24]2)=[O:12])[CH2:6][CH2:5][CH2:4][CH2:3][CH:2]=1.[F:29][C:30]([F:41])([F:40])[C:31](O[C:31](=[O:32])[C:30]([F:41])([F:40])[F:29])=[O:32]. (2) Given the product [F:1][C:2]1[CH:9]=[CH:8][C:5]([C:6](=[O:16])[CH2:10][CH:11]([CH3:13])[CH3:12])=[CH:4][CH:3]=1, predict the reactants needed to synthesize it. The reactants are: [F:1][C:2]1[CH:9]=[CH:8][C:5]([C:6]#N)=[CH:4][CH:3]=1.[CH2:10]([Mg]Cl)[CH:11]([CH3:13])[CH3:12].[OH:16]S(O)(=O)=O. (3) Given the product [C:16]([O:15][C:13]([O:12][NH:11][C:9]1[S:10][C:6]([C:4]([OH:5])=[O:3])=[CH:7][N:8]=1)=[O:14])([CH3:19])([CH3:17])[CH3:18], predict the reactants needed to synthesize it. The reactants are: C([O:3][C:4]([C:6]1[S:10][C:9]([NH:11][O:12][C:13]([O:15][C:16]([CH3:19])([CH3:18])[CH3:17])=[O:14])=[N:8][C:7]=1C)=[O:5])C.[OH-].[Na+]. (4) Given the product [NH2:8][C@H:9]([CH2:15][CH2:16][CH2:17][C:18]1[CH:19]=[CH:20][CH:21]=[CH:22][CH:23]=1)[C@H:10]([OH:14])[C:11]([OH:13])=[O:12], predict the reactants needed to synthesize it. The reactants are: C(OC([NH:8][C@H:9]([CH2:15][CH2:16][CH2:17][C:18]1[CH:23]=[CH:22][CH:21]=[CH:20][CH:19]=1)[C@H:10]([OH:14])[C:11]([OH:13])=[O:12])=O)(C)(C)C.